From a dataset of Catalyst prediction with 721,799 reactions and 888 catalyst types from USPTO. Predict which catalyst facilitates the given reaction. Reactant: [NH2:1][C:2]1[CH:10]=[C:9]([C:11]([O:13]C)=O)[C:5]([C:6]([OH:8])=O)=[C:4]([CH3:15])[C:3]=1[N+:16]([O-])=O.CN(C(ON1N=NC2C=CC=NC1=2)=[N+](C)C)C.F[P-](F)(F)(F)(F)F.CCN(C(C)C)C(C)C.[N:52]1([CH2:57][CH2:58][NH2:59])[CH2:56][CH2:55][CH2:54][CH2:53]1. Product: [NH2:16][C:3]1[C:4]([CH3:15])=[C:5]2[C:9](=[CH:10][C:2]=1[NH2:1])[C:11](=[O:13])[N:59]([CH2:58][CH2:57][N:52]1[CH2:56][CH2:55][CH2:54][CH2:53]1)[C:6]2=[O:8]. The catalyst class is: 1.